The task is: Predict the product of the given reaction.. This data is from Forward reaction prediction with 1.9M reactions from USPTO patents (1976-2016). The product is: [Cl:1][C:2]1[CH:7]=[CH:6][C:5]([NH:8][C:9]([C:11]2[C:12]([CH3:21])=[N:13][C:14]([C:17]([F:20])([F:19])[F:18])=[CH:15][CH:16]=2)=[O:10])=[CH:4][C:3]=1[C:27]1[CH:26]=[C:25]([CH3:24])[CH:30]=[CH:29][N:28]=1. Given the reactants [Cl:1][C:2]1[CH:7]=[CH:6][C:5]([NH:8][C:9]([C:11]2[C:12]([CH3:21])=[N:13][C:14]([C:17]([F:20])([F:19])[F:18])=[CH:15][CH:16]=2)=[O:10])=[CH:4][C:3]=1I.[Br-].[CH3:24][C:25]1[CH:30]=[CH:29][N:28]=[C:27]([Zn+])[CH:26]=1, predict the reaction product.